Predict the product of the given reaction. From a dataset of Forward reaction prediction with 1.9M reactions from USPTO patents (1976-2016). (1) The product is: [F:20][C:21]([F:41])([F:40])[S:22]([O:19][C:16]1[CH2:15][CH2:14][C:13]2([O:12][CH2:11][CH2:10][O:9]2)[CH2:18][CH:17]=1)(=[O:24])=[O:23]. Given the reactants C([N-]C(C)C)(C)C.[Li+].[O:9]1[C:13]2([CH2:18][CH2:17][C:16](=[O:19])[CH2:15][CH2:14]2)[O:12][CH2:11][CH2:10]1.[F:20][C:21]([F:41])([F:40])[S:22](N(C1C=CC(Cl)=CN=1)[S:22]([C:21]([F:41])([F:40])[F:20])(=[O:24])=[O:23])(=[O:24])=[O:23], predict the reaction product. (2) Given the reactants [CH:1]1([C:7]2[C:8]3[S:20][C:19]([C:21]([O:23]C)=[O:22])=[CH:18][C:9]=3[NH:10][C:11]=2[C:12]2[CH:17]=[CH:16][CH:15]=[CH:14][CH:13]=2)[CH2:6][CH2:5][CH2:4][CH2:3][CH2:2]1.[H-].[Na+].S(OC)(O[CH3:31])(=O)=O.[OH-].[Na+], predict the reaction product. The product is: [CH:1]1([C:7]2[C:8]3[S:20][C:19]([C:21]([OH:23])=[O:22])=[CH:18][C:9]=3[N:10]([CH3:31])[C:11]=2[C:12]2[CH:13]=[CH:14][CH:15]=[CH:16][CH:17]=2)[CH2:2][CH2:3][CH2:4][CH2:5][CH2:6]1. (3) Given the reactants [Cl:1][C:2]1[CH:7]=[CH:6][C:5](I)=[CH:4][CH:3]=1.[Cl:9][C:10]1[CH:15]=[CH:14][C:13]([NH:16][C:17]2[CH:29]=[CH:28][C:27]3[C:26]4[C:21](=[CH:22][CH:23]=[CH:24][CH:25]=4)[C:20]([CH3:31])([CH3:30])[C:19]=3[CH:18]=2)=[CH:12][CH:11]=1.N1C2C(=CC=C3C=2N=CC=C3)C=CC=1.[OH-].[K+], predict the reaction product. The product is: [Cl:1][C:2]1[CH:7]=[CH:6][C:5]([N:16]([C:17]2[CH:29]=[CH:28][C:27]3[C:26]4[C:21](=[CH:22][CH:23]=[CH:24][CH:25]=4)[C:20]([CH3:31])([CH3:30])[C:19]=3[CH:18]=2)[C:13]2[CH:12]=[CH:11][C:10]([Cl:9])=[CH:15][CH:14]=2)=[CH:4][CH:3]=1. (4) Given the reactants [C:1]([C:5]1[CH:17]=[CH:16][C:15]2[C:14]3[C:9](=[CH:10][C:11]([C:18]([CH3:21])([CH3:20])[CH3:19])=[CH:12][CH:13]=3)[N:8]([C:22]3[CH:27]=[C:26]([C:28]([CH3:35])([CH2:30][C:31]([CH3:34])([CH3:33])[CH3:32])[CH3:29])[CH:25]=[CH:24][C:23]=3[O:36][CH:37]3[CH2:42][CH2:41][CH2:40][CH2:39][O:38]3)[C:7]=2[CH:6]=1)([CH3:4])([CH3:3])[CH3:2].C([Li])CCC.C(O[B:52]1[O:56][C:55]([CH3:58])([CH3:57])[C:54]([CH3:60])([CH3:59])[O:53]1)(C)C.C(=O)(O)[O-].[Na+], predict the reaction product. The product is: [C:1]([C:5]1[CH:17]=[CH:16][C:15]2[C:14]3[C:9](=[CH:10][C:11]([C:18]([CH3:21])([CH3:19])[CH3:20])=[CH:12][CH:13]=3)[N:8]([C:22]3[CH:27]=[C:26]([C:28]([CH3:29])([CH2:30][C:31]([CH3:34])([CH3:33])[CH3:32])[CH3:35])[CH:25]=[C:24]([B:52]4[O:56][C:55]([CH3:58])([CH3:57])[C:54]([CH3:60])([CH3:59])[O:53]4)[C:23]=3[O:36][CH:37]3[CH2:42][CH2:41][CH2:40][CH2:39][O:38]3)[C:7]=2[CH:6]=1)([CH3:2])([CH3:3])[CH3:4]. (5) Given the reactants [CH2:1]([N:8]1[CH2:38][CH2:37][C:11]2([N:16]3[N:17]=[C:18]([C:23]4[CH:28]=[CH:27][C:26]([O:29][C:30]5[CH:35]=[CH:34][CH:33]=[CH:32][CH:31]=5)=[CH:25][CH:24]=4)[C:19]([C:20]([NH2:22])=[O:21])=[C:15]3[NH:14][C:13](=O)[CH2:12]2)[CH2:10][CH2:9]1)[C:2]1[CH:7]=[CH:6][CH:5]=[CH:4][CH:3]=1, predict the reaction product. The product is: [CH2:1]([N:8]1[CH2:9][CH2:10][C:11]2([N:16]3[N:17]=[C:18]([C:23]4[CH:24]=[CH:25][C:26]([O:29][C:30]5[CH:35]=[CH:34][CH:33]=[CH:32][CH:31]=5)=[CH:27][CH:28]=4)[C:19]([C:20]([NH2:22])=[O:21])=[C:15]3[NH:14][CH2:13][CH2:12]2)[CH2:37][CH2:38]1)[C:2]1[CH:3]=[CH:4][CH:5]=[CH:6][CH:7]=1. (6) Given the reactants [CH3:1][N:2]1[C:6]([CH:7]=O)=[N:5][C:4]([N:9]2[CH2:14][CH2:13][CH2:12][CH2:11][CH2:10]2)=[N:3]1.[Cl-].[CH3:16][C:17]1[N:22]2[N:23]=[C:24]([CH2:26][P+](C3C=CC=CC=3)(C3C=CC=CC=3)C3C=CC=CC=3)[N:25]=[C:21]2[C:20]([CH3:46])=[N:19][CH:18]=1.C1CCN2C(=NCCC2)CC1, predict the reaction product. The product is: [CH3:16][C:17]1[N:22]2[N:23]=[C:24](/[CH:26]=[CH:7]/[C:6]3[N:2]([CH3:1])[N:3]=[C:4]([N:9]4[CH2:14][CH2:13][CH2:12][CH2:11][CH2:10]4)[N:5]=3)[N:25]=[C:21]2[C:20]([CH3:46])=[N:19][CH:18]=1. (7) Given the reactants [C:1]([O:4][C:5](=O)[CH3:6])(=[O:3])[CH3:2].[N+:8]([C:11]1[CH:16]=CC(O)=[CH:13][CH:12]=1)([O-:10])=[O:9].O, predict the reaction product. The product is: [N+:8]([C:11]1[CH:16]=[CH:6][C:5]([O:4][C:1](=[O:3])[CH3:2])=[CH:13][CH:12]=1)([O-:10])=[O:9]. (8) Given the reactants [Cl:1][CH2:2][C:3](Cl)=[O:4].Cl.Cl.[N:8]1([C:14]2[CH:19]=[CH:18][C:17]([N:20]3[CH2:24][C@H:23]([CH2:25][O:26][C:27]4[CH:31]=[CH:30][O:29][N:28]=4)[O:22][C:21]3=[O:32])=[CH:16][C:15]=2[F:33])[CH2:13][CH2:12][NH:11][CH2:10][CH2:9]1.C(N(CC)CC)C, predict the reaction product. The product is: [Cl:1][CH2:2][C:3]([N:11]1[CH2:10][CH2:9][N:8]([C:14]2[CH:19]=[CH:18][C:17]([N:20]3[CH2:24][C@H:23]([CH2:25][O:26][C:27]4[CH:31]=[CH:30][O:29][N:28]=4)[O:22][C:21]3=[O:32])=[CH:16][C:15]=2[F:33])[CH2:13][CH2:12]1)=[O:4].